This data is from Peptide-MHC class I binding affinity with 185,985 pairs from IEDB/IMGT. The task is: Regression. Given a peptide amino acid sequence and an MHC pseudo amino acid sequence, predict their binding affinity value. This is MHC class I binding data. (1) The peptide sequence is KQVQMMIMIK. The MHC is HLA-A33:01 with pseudo-sequence HLA-A33:01. The binding affinity (normalized) is 0.342. (2) The MHC is HLA-B40:01 with pseudo-sequence HLA-B40:01. The binding affinity (normalized) is 0.525. The peptide sequence is IEAGRTLRVL. (3) The MHC is H-2-Db with pseudo-sequence H-2-Db. The binding affinity (normalized) is 0. The peptide sequence is TLMSIVSS. (4) The peptide sequence is FRYKSRCYV. The MHC is HLA-B48:01 with pseudo-sequence HLA-B48:01. The binding affinity (normalized) is 0.0847. (5) The peptide sequence is LIDGRTSFY. The MHC is HLA-A26:01 with pseudo-sequence HLA-A26:01. The binding affinity (normalized) is 0.115. (6) The peptide sequence is YLSGTDDEVI. The MHC is HLA-A02:03 with pseudo-sequence HLA-A02:03. The binding affinity (normalized) is 0.505. (7) The peptide sequence is WWLEYTASF. The MHC is HLA-C15:02 with pseudo-sequence HLA-C15:02. The binding affinity (normalized) is 0.0847.